Dataset: Forward reaction prediction with 1.9M reactions from USPTO patents (1976-2016). Task: Predict the product of the given reaction. (1) The product is: [ClH:4].[Cl:42][C:36]1[CH:37]=[CH:38][CH:39]=[C:40]([F:41])[C:35]=1[NH:34][C:33]([C@@H:24]1[C:25]2[C:30](=[CH:29][CH:28]=[CH:27][CH:26]=2)[CH2:31][CH2:32][N:23]1[C:21](=[O:22])[C@@H:17]([NH:16][C:15](=[O:44])[C@@H:13]([NH:11][CH3:10])[CH3:14])[CH:18]([CH3:19])[CH3:20])=[O:43]. Given the reactants C([Cl:4])(=O)C.C(O[C:10](=O)[N:11]([C@H:13]([C:15](=[O:44])[NH:16][C@H:17]([C:21]([N:23]1[CH2:32][CH2:31][C:30]2[C:25](=[CH:26][CH:27]=[CH:28][CH:29]=2)[C@H:24]1[C:33](=[O:43])[NH:34][C:35]1[C:40]([F:41])=[CH:39][CH:38]=[CH:37][C:36]=1[Cl:42])=[O:22])[CH:18]([CH3:20])[CH3:19])[CH3:14])C)(C)(C)C, predict the reaction product. (2) Given the reactants [Cl:1][C:2]1[CH:7]=[CH:6][CH:5]=[CH:4][C:3]=1[C:8]1[N:9]=[C:10]([CH:13]2[O:18][CH2:17][CH2:16][N:15](CC3C=CC=CC=3)[CH2:14]2)[NH:11][CH:12]=1.Cl, predict the reaction product. The product is: [Cl:1][C:2]1[CH:7]=[CH:6][CH:5]=[CH:4][C:3]=1[C:8]1[N:9]=[C:10]([CH:13]2[O:18][CH2:17][CH2:16][NH:15][CH2:14]2)[NH:11][CH:12]=1. (3) Given the reactants Cl[C:2]1[N:3]=[CH:4][C:5]2[CH:10]=[C:9]([C:11]3[O:15][CH:14]=[N:13][CH:12]=3)[N:8]([CH:16]3[CH2:20][CH2:19][CH2:18][CH2:17]3)[C:6]=2[N:7]=1.C(OC([N:28]1[CH2:33][CH2:32][N:31]([CH2:34][C:35]2[CH:36]=[N:37][C:38]([NH2:41])=[CH:39][CH:40]=2)[CH2:30][CH2:29]1)=O)(C)(C)C, predict the reaction product. The product is: [CH:16]1([N:8]2[C:6]3[N:7]=[C:2]([NH:41][C:38]4[CH:39]=[CH:40][C:35]([CH2:34][N:31]5[CH2:32][CH2:33][NH:28][CH2:29][CH2:30]5)=[CH:36][N:37]=4)[N:3]=[CH:4][C:5]=3[CH:10]=[C:9]2[C:11]2[O:15][CH:14]=[N:13][CH:12]=2)[CH2:20][CH2:19][CH2:18][CH2:17]1. (4) Given the reactants [Cl:1][C:2]1[N:3]=[C:4](Cl)[C:5]2[CH:10]=[CH:9][NH:8][C:6]=2[N:7]=1.[NH2:12][C:13]1[CH:18]=[CH:17][C:16]([CH2:19][C:20]#[N:21])=[CH:15][CH:14]=1, predict the reaction product. The product is: [Cl:1][C:2]1[N:3]=[C:4]([NH:12][C:13]2[CH:18]=[CH:17][C:16]([CH2:19][C:20]#[N:21])=[CH:15][CH:14]=2)[C:5]2[CH:10]=[CH:9][NH:8][C:6]=2[N:7]=1. (5) Given the reactants CC(OC([N:8](C(OC(C)(C)C)=O)[N:9]([C:17]1[C:22]([F:23])=[C:21]([N:24]2[CH2:29][CH2:28][N:27]([CH3:30])[CH2:26][C@H:25]2[CH3:31])[N:20]=[C:19]([Cl:32])[N:18]=1)C(OC(C)(C)C)=O)=O)(C)C.Cl.CCOCC, predict the reaction product. The product is: [Cl:32][C:19]1[N:20]=[C:21]([N:24]2[CH2:29][CH2:28][N:27]([CH3:30])[CH2:26][C@H:25]2[CH3:31])[C:22]([F:23])=[C:17]([NH:9][NH2:8])[N:18]=1. (6) Given the reactants C(OC(=O)[N:7]([CH2:27][CH:28]1[CH2:30][CH2:29]1)[C@@H:8]1[CH2:10][C@H:9]1[C:11]1[CH:16]=[CH:15][C:14]([N:17]2[CH2:25][C:24]3[C:19](=[CH:20][CH:21]=[CH:22][CH:23]=3)[C:18]2=[O:26])=[CH:13][CH:12]=1)(C)(C)C.[ClH:32].COC1CCCC1, predict the reaction product. The product is: [ClH:32].[CH:28]1([CH2:27][NH:7][C@@H:8]2[CH2:10][C@H:9]2[C:11]2[CH:16]=[CH:15][C:14]([N:17]3[CH2:25][C:24]4[C:19](=[CH:20][CH:21]=[CH:22][CH:23]=4)[C:18]3=[O:26])=[CH:13][CH:12]=2)[CH2:29][CH2:30]1. (7) Given the reactants C(C[C:5]1[CH:6]=[CH:7][C:8]([O:11][CH2:12][C@@H:13]2[CH2:17][C@H:16]([O:18][C:19]3[CH:28]=[CH:27][C:26]4[C:21](=[CH:22][CH:23]=[CH:24][CH:25]=4)[CH:20]=3)[CH2:15][N:14]2C(OC(C)(C)C)=O)=[N:9][CH:10]=1)(O)=O.[C:36]([OH:42])(C(F)(F)F)=[O:37].[CH2:43](Cl)Cl, predict the reaction product. The product is: [CH:20]1[C:21]2[C:26](=[CH:25][CH:24]=[CH:23][CH:22]=2)[CH:27]=[CH:28][C:19]=1[O:18][C@@H:16]1[CH2:15][NH:14][C@H:13]([CH2:12][O:11][C:8]2[CH:7]=[CH:6][C:5]([C:36]([O:42][CH3:43])=[O:37])=[CH:10][N:9]=2)[CH2:17]1. (8) Given the reactants Br[C:2]1[CH:7]=[CH:6][C:5]([Br:8])=[CH:4][CH:3]=1.[Li]CCCC.[C:14]1(=[O:18])[CH2:17][CH2:16][CH2:15]1.[NH4+].[Cl-], predict the reaction product. The product is: [Br:8][C:5]1[CH:6]=[CH:7][C:2]([C:14]2([OH:18])[CH2:17][CH2:16][CH2:15]2)=[CH:3][CH:4]=1. (9) Given the reactants [CH2:1]([C:7]1[O:16][C:10]2=[N:11][C:12](=[O:15])[NH:13][CH:14]=[C:9]2[CH:8]=1)[CH2:2][CH2:3][CH2:4][CH2:5][CH3:6].C(=O)([O-])[O-].[K+].[K+].[CH2:23](Cl)[C:24]1[CH:29]=[CH:28][CH:27]=[CH:26][CH:25]=1, predict the reaction product. The product is: [CH2:23]([O:15][C:12]1[N:13]=[CH:14][C:9]2[CH:8]=[C:7]([CH2:1][CH2:2][CH2:3][CH2:4][CH2:5][CH3:6])[O:16][C:10]=2[N:11]=1)[C:24]1[CH:29]=[CH:28][CH:27]=[CH:26][CH:25]=1.